This data is from Catalyst prediction with 721,799 reactions and 888 catalyst types from USPTO. The task is: Predict which catalyst facilitates the given reaction. (1) Reactant: [Br-].[Br-].[Br-].B.C[O:6][C:7]1[CH:16]=[C:15]2[C:10]([CH2:11][CH2:12][N:13]([C:18]3[CH:19]=[N:20][CH:21]=[CH:22][C:23]=3[CH3:24])[C:14]2=[O:17])=[CH:9][CH:8]=1.CO. Product: [OH:6][C:7]1[CH:16]=[C:15]2[C:10]([CH2:11][CH2:12][N:13]([C:18]3[CH:19]=[N:20][CH:21]=[CH:22][C:23]=3[CH3:24])[C:14]2=[O:17])=[CH:9][CH:8]=1. The catalyst class is: 2. (2) Reactant: [Cl:1][C:2]1[CH:3]=[C:4]([S:9]([N:12]([CH2:22][C:23]([O:25][C:26]([CH3:29])([CH3:28])[CH3:27])=[O:24])[C:13]2[CH:14]=[C:15]3[C:19](=[CH:20][CH:21]=2)[NH:18][CH:17]=[CH:16]3)(=[O:11])=[O:10])[CH:5]=[C:6]([Cl:8])[CH:7]=1.[OH-].[Na+].[C:32](Cl)(=[O:39])[C:33]1[CH:38]=[CH:37][CH:36]=[CH:35][CH:34]=1.C(OCC)(=O)C. Product: [C:32]([N:18]1[C:19]2[C:15](=[CH:14][C:13]([N:12]([CH2:22][C:23]([O:25][C:26]([CH3:29])([CH3:28])[CH3:27])=[O:24])[S:9]([C:4]3[CH:5]=[C:6]([Cl:8])[CH:7]=[C:2]([Cl:1])[CH:3]=3)(=[O:11])=[O:10])=[CH:21][CH:20]=2)[CH:16]=[CH:17]1)(=[O:39])[C:33]1[CH:38]=[CH:37][CH:36]=[CH:35][CH:34]=1. The catalyst class is: 4. (3) Reactant: O.[CH3:2][O:3][C:4]1[CH:9]=[CH:8][C:7]([N:10]2[CH2:15][CH2:14][CH:13]=[CH:12][C:11]2=[O:16])=[CH:6][CH:5]=1.[O:17]=[C:18]([NH:33][C@@H:34]1[CH2:38][CH2:37][NH:36][CH2:35]1)[CH2:19][NH:20][C:21](=[O:32])[C:22]1[CH:27]=[CH:26][CH:25]=[C:24]([C:28]([F:31])([F:30])[F:29])[CH:23]=1.[NH4+].[OH-]. Product: [CH3:2][O:3][C:4]1[CH:5]=[CH:6][C:7]([N:10]2[CH2:15][CH2:14][CH:13]([N:36]3[CH2:37][CH2:38][C@@H:34]([NH:33][C:18](=[O:17])[CH2:19][NH:20][C:21](=[O:32])[C:22]4[CH:27]=[CH:26][CH:25]=[C:24]([C:28]([F:29])([F:31])[F:30])[CH:23]=4)[CH2:35]3)[CH2:12][C:11]2=[O:16])=[CH:8][CH:9]=1. The catalyst class is: 513. (4) Reactant: [CH3:1][C:2]1[O:3][C:4]2[CH:10]=[C:9]([C:11]([OH:13])=O)[CH:8]=[CH:7][C:5]=2[N:6]=1.O=S(Cl)[Cl:16]. Product: [CH3:1][C:2]1[O:3][C:4]2[CH:10]=[C:9]([C:11]([Cl:16])=[O:13])[CH:8]=[CH:7][C:5]=2[N:6]=1. The catalyst class is: 588. (5) Reactant: [Cl:1][C:2]1[N:10]=[CH:9][CH:8]=[CH:7][C:3]=1[C:4](O)=[O:5].Cl.[CH3:12][NH:13][O:14][CH3:15].C1C=CC2N(O)N=NC=2C=1.C(Cl)CCl.CN(C)C. Product: [Cl:1][C:2]1[N:10]=[CH:9][CH:8]=[CH:7][C:3]=1[C:4]([N:13]([O:14][CH3:15])[CH3:12])=[O:5]. The catalyst class is: 18. (6) Reactant: C([O:7][CH2:8][CH2:9][CH2:10][CH2:11][N:12]1[C:20]2[C:15](=[N:16][C:17]([Cl:21])=[CH:18][CH:19]=2)[N:14]=[C:13]1[CH2:22][N:23]1[C:27]2[CH:28]=[N:29][CH:30]=[CH:31][C:26]=2[N:25]([CH:32]2[CH2:34][CH2:33]2)[C:24]1=[O:35])(=O)C(C)(C)C.[OH-].[Li+]. Product: [Cl:21][C:17]1[N:16]=[C:15]2[N:14]=[C:13]([CH2:22][N:23]3[C:27]4[CH:28]=[N:29][CH:30]=[CH:31][C:26]=4[N:25]([CH:32]4[CH2:34][CH2:33]4)[C:24]3=[O:35])[N:12]([CH2:11][CH2:10][CH2:9][CH2:8][OH:7])[C:20]2=[CH:19][CH:18]=1. The catalyst class is: 20. (7) Reactant: [C:1]([O:4][C:5]([C:9](=[O:19])[CH2:10][C:11](=[O:18])[C:12]1[CH:17]=[CH:16][CH:15]=[CH:14][CH:13]=1)=[CH:6]OC)(=[O:3])[CH3:2].C1(C)C=CC(S([O-])(=O)=O)=CC=1.[NH+]1C=CC=CC=1. Product: [C:1]([O:4][C:5]1[C:9](=[O:19])[CH:10]=[C:11]([C:12]2[CH:17]=[CH:16][CH:15]=[CH:14][CH:13]=2)[O:18][CH:6]=1)(=[O:3])[CH3:2]. The catalyst class is: 11. (8) Product: [Br:9][CH:10]([C:13]1[C:14]([F:20])=[CH:15][CH:16]=[CH:17][C:18]=1[F:19])[CH2:11][O:12][Si:1]([C:4]([CH3:7])([CH3:6])[CH3:5])([CH3:3])[CH3:2]. The catalyst class is: 9. Reactant: [Si:1](Cl)([C:4]([CH3:7])([CH3:6])[CH3:5])([CH3:3])[CH3:2].[Br:9][CH:10]([C:13]1[C:18]([F:19])=[CH:17][CH:16]=[CH:15][C:14]=1[F:20])[CH2:11][OH:12].N1C=CN=C1.O.